Dataset: Forward reaction prediction with 1.9M reactions from USPTO patents (1976-2016). Task: Predict the product of the given reaction. (1) Given the reactants Cl[C:2]1[C:7]([CH:8]([CH2:13][CH2:14][CH3:15])[C:9]([O:11][CH3:12])=[O:10])=[C:6]([CH3:16])[N:5]=[C:4]([C:17]2[CH:22]=[CH:21][CH:20]=[CH:19][CH:18]=2)[N:3]=1.C(N(CC)C(C)C)(C)C.[CH:32]1[C:41]2[C:36](=[CH:37][CH:38]=[CH:39][CH:40]=2)[CH:35]=[CH:34][C:33]=1B(O)O, predict the reaction product. The product is: [CH3:16][C:6]1[C:7]([CH:8]([CH2:13][CH2:14][CH3:15])[C:9]([O:11][CH3:12])=[O:10])=[C:2]([C:33]2[CH:34]=[CH:35][C:36]3[C:41](=[CH:40][CH:39]=[CH:38][CH:37]=3)[CH:32]=2)[N:3]=[C:4]([C:17]2[CH:22]=[CH:21][CH:20]=[CH:19][CH:18]=2)[N:5]=1. (2) The product is: [Cl:1][C:2]1[C:3]([Cl:23])=[CH:4][C:5]2[C:6]3[CH2:15][CH2:14][N:13]([C:16]([O:18][C:19]([CH3:20])([CH3:22])[CH3:21])=[O:17])[CH2:12][CH2:11][C:7]=3[N:8]([CH2:27][CH2:28][O:29][C:30]3[CH:35]=[CH:34][CH:33]=[CH:32][CH:31]=3)[C:9]=2[CH:10]=1. Given the reactants [Cl:1][C:2]1[C:3]([Cl:23])=[CH:4][C:5]2[C:6]3[CH2:15][CH2:14][N:13]([C:16]([O:18][C:19]([CH3:22])([CH3:21])[CH3:20])=[O:17])[CH2:12][CH2:11][C:7]=3[NH:8][C:9]=2[CH:10]=1.[H-].[Na+].Br[CH2:27][CH2:28][O:29][C:30]1[CH:35]=[CH:34][CH:33]=[CH:32][CH:31]=1, predict the reaction product.